From a dataset of Catalyst prediction with 721,799 reactions and 888 catalyst types from USPTO. Predict which catalyst facilitates the given reaction. (1) Reactant: [NH:1]1[CH2:6][CH2:5][O:4][CH2:3][CH2:2]1.C(N(C(C)C)CC)(C)C.Br[CH2:17][C:18]1[CH:23]=[CH:22][N:21]=[C:20]([NH:24][C:25](=[O:31])[O:26][C:27]([CH3:30])([CH3:29])[CH3:28])[CH:19]=1. Product: [N:1]1([CH2:17][C:18]2[CH:23]=[CH:22][N:21]=[C:20]([NH:24][C:25](=[O:31])[O:26][C:27]([CH3:29])([CH3:28])[CH3:30])[CH:19]=2)[CH2:6][CH2:5][O:4][CH2:3][CH2:2]1. The catalyst class is: 10. (2) Reactant: CC1(C)[O:9][C:8](=[O:10])[C:5]2([CH2:7][CH2:6]2)[C:4](=[O:11])O1.[F:13][C:14]1[CH:15]=[C:16]([CH:18]=[C:19]([F:21])[CH:20]=1)[NH2:17]. Product: [F:13][C:14]1[CH:15]=[C:16]([N:17]2[CH2:6][CH2:7][CH:5]([C:8]([OH:9])=[O:10])[C:4]2=[O:11])[CH:18]=[C:19]([F:21])[CH:20]=1. The catalyst class is: 8. (3) Reactant: [O:1]=[C:2]([NH:22][C:23]1[CH:28]=[CH:27][C:26]([O:29][C:30]2[CH:35]=[CH:34][CH:33]=[CH:32][CH:31]=2)=[CH:25][CH:24]=1)[CH2:3][N:4]1[CH2:10][CH2:9][CH2:8][N:7]([CH2:11][C:12]2[CH:21]=[CH:20][C:15]([C:16]([O:18]C)=[O:17])=[CH:14][CH:13]=2)[CH2:6][CH2:5]1.[OH-].[Na+]. Product: [O:1]=[C:2]([NH:22][C:23]1[CH:28]=[CH:27][C:26]([O:29][C:30]2[CH:35]=[CH:34][CH:33]=[CH:32][CH:31]=2)=[CH:25][CH:24]=1)[CH2:3][N:4]1[CH2:10][CH2:9][CH2:8][N:7]([CH2:11][C:12]2[CH:13]=[CH:14][C:15]([C:16]([OH:18])=[O:17])=[CH:20][CH:21]=2)[CH2:6][CH2:5]1. The catalyst class is: 5. (4) Reactant: [I:1][C:2]1[C:21]([C:22]([O:24]CC)=[O:23])=[C:5]2[CH2:6][N:7]([C:14]([O:16][C:17]([CH3:20])([CH3:19])[CH3:18])=[O:15])[CH:8]([C:10]([F:13])([F:12])[F:11])[CH2:9][N:4]2[N:3]=1.[OH-].[Na+]. Product: [C:17]([O:16][C:14]([N:7]1[CH:8]([C:10]([F:11])([F:12])[F:13])[CH2:9][N:4]2[N:3]=[C:2]([I:1])[C:21]([C:22]([OH:24])=[O:23])=[C:5]2[CH2:6]1)=[O:15])([CH3:20])([CH3:18])[CH3:19]. The catalyst class is: 40. (5) Reactant: [Cl:1][C:2]1[N:10]=[C:9]2[C:5]([NH:6][CH:7]=[N:8]2)=[C:4](Cl)[N:3]=1.[CH2:12]([NH2:15])[CH2:13][CH3:14]. Product: [CH2:12]([NH:15][C:4]1[NH:3][C:2]([Cl:1])=[N:10][C:9]2[C:5]=1[N:6]=[CH:7][N:8]=2)[CH2:13][CH3:14]. The catalyst class is: 51. (6) Reactant: C([N:8]1[N:12]=[N:11][C:10]([C:13]2([CH2:18][N:19]3[CH2:24][CH2:23][CH:22]([CH2:25][NH:26][C:27]([N:29]4[C:37]5[C:32](=[CH:33][CH:34]=[CH:35][CH:36]=5)[C:31]5([CH2:41][CH2:40][CH2:39][CH2:38]5)[C:30]4=[O:42])=[O:28])[CH2:21][CH2:20]3)[CH2:17][CH2:16][CH2:15][CH2:14]2)=[N:9]1)C1C=CC=CC=1. Product: [O:42]=[C:30]1[C:31]2([CH2:38][CH2:39][CH2:40][CH2:41]2)[C:32]2[C:37](=[CH:36][CH:35]=[CH:34][CH:33]=2)[N:29]1[C:27]([NH:26][CH2:25][CH:22]1[CH2:23][CH2:24][N:19]([CH2:18][C:13]2([C:10]3[N:9]=[N:8][NH:12][N:11]=3)[CH2:14][CH2:15][CH2:16][CH2:17]2)[CH2:20][CH2:21]1)=[O:28]. The catalyst class is: 293.